Dataset: Forward reaction prediction with 1.9M reactions from USPTO patents (1976-2016). Task: Predict the product of the given reaction. (1) Given the reactants [Cl:1][C:2]1[C:7]([Cl:8])=[CH:6][C:5]([NH2:9])=[C:4]([N+:10]([O-:12])=[O:11])[CH:3]=1.[Cl:13]N1C(=O)CCC1=O, predict the reaction product. The product is: [Cl:13][C:6]1[C:7]([Cl:8])=[C:2]([Cl:1])[CH:3]=[C:4]([N+:10]([O-:12])=[O:11])[C:5]=1[NH2:9]. (2) Given the reactants Cl[C:2]1[CH:3]=[C:4]([CH:9]=[CH:10][CH:11]=1)[C:5]([O:7]O)=O.O.Cl[CH2:14]Cl, predict the reaction product. The product is: [CH2:3]([C@@H:4]([CH2:9][CH2:10][CH2:11][CH3:14])[CH2:5][OH:7])[CH3:2]. (3) Given the reactants S(O)(O)(=O)=O.[NH2:6][C:7]1[CH:8]=[N:9][N:10]([CH3:13])[C:11]=1[NH2:12].[OH-].[Na+].O1CCOCC1.Cl[C:23]([O:25][C:26]1[CH:31]=[CH:30][CH:29]=[CH:28][CH:27]=1)=[O:24], predict the reaction product. The product is: [NH2:12][C:11]1[N:10]([CH3:13])[N:9]=[CH:8][C:7]=1[NH:6][C:23]([O:25][C:26]1[CH:31]=[CH:30][CH:29]=[CH:28][CH:27]=1)=[O:24]. (4) The product is: [CH3:19][O:20][C:21]1[CH:22]=[C:23]([NH:13][C:12]2[C:11]3[C:10](=[CH:9][CH:8]=[C:6]4[N:7]=[C:3]([C:1]#[N:2])[S:4][C:5]4=3)[N:14]=[CH:15][N:16]=2)[CH:25]=[C:26]([O:28][CH3:29])[CH:27]=1. Given the reactants [C:1]([C:3]1[S:4][C:5]2[C:11]([C:12]#[N:13])=[C:10](/[N:14]=[CH:15]/[N:16](C)C)[CH:9]=[CH:8][C:6]=2[N:7]=1)#[N:2].[CH3:19][O:20][C:21]1[CH:22]=[C:23]([CH:25]=[C:26]([O:28][CH3:29])[CH:27]=1)N.[K+].[Br-], predict the reaction product.